From a dataset of Forward reaction prediction with 1.9M reactions from USPTO patents (1976-2016). Predict the product of the given reaction. (1) The product is: [Br:27][C:5]1[CH:6]=[C:7]([CH2:10][O:11]/[N:12]=[CH:13]/[C:14]2[C:18]3[CH:19]=[CH:20][CH:21]=[CH:22][C:17]=3[O:16][C:15]=2[CH2:23][CH2:24][CH2:25][CH3:26])[CH:8]=[CH:9][C:4]=1[C:3]([OH:28])=[O:2]. Given the reactants C[O:2][C:3](=[O:28])[C:4]1[CH:9]=[CH:8][C:7]([CH2:10][O:11]/[N:12]=[CH:13]/[C:14]2[C:18]3[CH:19]=[CH:20][CH:21]=[CH:22][C:17]=3[O:16][C:15]=2[CH2:23][CH2:24][CH2:25][CH3:26])=[CH:6][C:5]=1[Br:27].C(O)C.O.[OH-].[Na+], predict the reaction product. (2) The product is: [Cl:22][C:23]1[CH:24]=[C:25]([C:29]2[S:33][C:32]([CH3:34])=[N:31][C:30]=2[C:35]([N:3]2[CH2:4][C@H:5]3[C@H:1]([CH2:8][CH2:7][CH2:6]3)[C@H:2]2[CH2:9][NH:10][C:11]([C:13]2[N:20]3[C:16]([S:17][CH:18]=[CH:19]3)=[N:15][C:14]=2[CH3:21])=[O:12])=[O:36])[CH:26]=[CH:27][CH:28]=1. Given the reactants [C@H:1]12[CH2:8][CH2:7][CH2:6][C@H:5]1[CH2:4][NH:3][C@@H:2]2[CH2:9][NH:10][C:11]([C:13]1[N:20]2[C:16]([S:17][CH:18]=[CH:19]2)=[N:15][C:14]=1[CH3:21])=[O:12].[Cl:22][C:23]1[CH:24]=[C:25]([C:29]2[S:33][C:32]([CH3:34])=[N:31][C:30]=2[C:35](O)=[O:36])[CH:26]=[CH:27][CH:28]=1, predict the reaction product. (3) Given the reactants [NH:1](C(OC(C)(C)C)=O)[C@@H:2]([C:29]([O:31][CH2:32][C:33]1[CH:38]=[CH:37][CH:36]=[CH:35][CH:34]=1)=[O:30])[CH2:3][CH2:4][C:5]([NH:7][C@@H:8]([C:19]([O:21][CH2:22][C:23]1[CH:28]=[CH:27][CH:26]=[CH:25][CH:24]=1)=[O:20])[CH2:9][C:10]1[C:18]2[C:13](=[CH:14][CH:15]=[CH:16][CH:17]=2)[NH:12][CH:11]=1)=[O:6].Cl, predict the reaction product. The product is: [NH2:1][C@@H:2]([C:29]([O:31][CH2:32][C:33]1[CH:34]=[CH:35][CH:36]=[CH:37][CH:38]=1)=[O:30])[CH2:3][CH2:4][C:5]([NH:7][C@@H:8]([C:19]([O:21][CH2:22][C:23]1[CH:24]=[CH:25][CH:26]=[CH:27][CH:28]=1)=[O:20])[CH2:9][C:10]1[C:18]2[C:13](=[CH:14][CH:15]=[CH:16][CH:17]=2)[NH:12][CH:11]=1)=[O:6]. (4) Given the reactants [C:1]([O:5][C:6](=[O:27])[NH:7][C:8]1[CH:13]=[CH:12][CH:11]=[C:10]([C:14]#[C:15][C:16]2[CH:21]=[C:20]([N+:22]([O-])=O)[CH:19]=[CH:18][C:17]=2[O:25][CH3:26])[CH:9]=1)([CH3:4])([CH3:3])[CH3:2], predict the reaction product. The product is: [C:1]([O:5][C:6](=[O:27])[NH:7][C:8]1[CH:13]=[CH:12][CH:11]=[C:10]([CH2:14][CH2:15][C:16]2[CH:21]=[C:20]([NH2:22])[CH:19]=[CH:18][C:17]=2[O:25][CH3:26])[CH:9]=1)([CH3:4])([CH3:3])[CH3:2]. (5) Given the reactants [C:1]([C:3]1[CH:15]=[C:14]2[C:6]([C:7]3[C:8](=[O:30])[C:9]4[CH:21]=[CH:20][C:19](OS(C(F)(F)F)(=O)=O)=[CH:18][C:10]=4[C:11]([CH3:17])([CH3:16])[C:12]=3[NH:13]2)=[CH:5][CH:4]=1)#[N:2].[CH3:31][CH:32]1[CH2:37][NH:36][CH2:35][CH:34]([CH3:38])[NH:33]1, predict the reaction product. The product is: [CH3:38][C@H:34]1[NH:33][C@@H:32]([CH3:31])[CH2:37][N:36]([C:19]2[CH:20]=[CH:21][C:9]3[C:8](=[O:30])[C:7]4[C:6]5[C:14](=[CH:15][C:3]([C:1]#[N:2])=[CH:4][CH:5]=5)[NH:13][C:12]=4[C:11]([CH3:16])([CH3:17])[C:10]=3[CH:18]=2)[CH2:35]1. (6) Given the reactants [NH:1]1[C:9]2[C:4](=[N:5][C:6]([C:10]([OH:12])=[O:11])=[CH:7][CH:8]=2)[CH:3]=[CH:2]1.[I:13]I.[OH-].[K+].S(=O)(O)[O-].[Na+].Cl, predict the reaction product. The product is: [I:13][C:3]1[C:4]2=[N:5][C:6]([C:10]([OH:12])=[O:11])=[CH:7][CH:8]=[C:9]2[NH:1][CH:2]=1. (7) Given the reactants [C:1]([C:4]1[CH:21]=[CH:20][C:7]([C:8]([NH:10][C:11]2[CH:16]=[CH:15][C:14]([C:17](=[O:19])[CH3:18])=[CH:13][CH:12]=2)=[O:9])=[CH:6][CH:5]=1)(=[O:3])[CH3:2].C1N(CCS(O)(=O)=O)CCOC1.[N+:34]([O-])([OH:36])=[O:35], predict the reaction product. The product is: [C:1]([C:4]1[CH:21]=[CH:20][C:7]([C:8]([NH:10][C:11]2[CH:16]=[CH:15][C:14]([C:17](=[O:19])[CH3:18])=[CH:13][C:12]=2[N+:34]([O-:36])=[O:35])=[O:9])=[CH:6][CH:5]=1)(=[O:3])[CH3:2]. (8) The product is: [NH2:5][C:4]1[CH:3]=[C:2]([C:21]2[CH:22]=[CH:23][C:18]([C:15](=[O:17])[CH3:16])=[CH:19][CH:20]=2)[CH:8]=[CH:7][CH:6]=1. Given the reactants Br[C:2]1[CH:3]=[C:4]([CH:6]=[CH:7][CH:8]=1)[NH2:5].C(=O)([O-])[O-].[Na+].[Na+].[C:15]([C:18]1[CH:23]=[CH:22][C:21](B(O)O)=[CH:20][CH:19]=1)(=[O:17])[CH3:16], predict the reaction product.